Dataset: Full USPTO retrosynthesis dataset with 1.9M reactions from patents (1976-2016). Task: Predict the reactants needed to synthesize the given product. (1) Given the product [C:1]([O:5][C:6]([N:8]1[CH2:13][CH2:12][N:11]2[C:14]([CH:18]3[CH2:20][CH2:19]3)=[N:15][CH:16]=[C:10]2[CH:9]1[CH2:21][CH2:22][C:23]1[CH:28]=[CH:27][C:26]([F:29])=[C:25]([C:30]([F:31])([F:32])[F:33])[CH:24]=1)=[O:7])([CH3:4])([CH3:2])[CH3:3], predict the reactants needed to synthesize it. The reactants are: [C:1]([O:5][C:6]([N:8]1[CH2:13][CH2:12][N:11]2[C:14]([CH:18]3[CH2:20][CH2:19]3)=[N:15][C:16](I)=[C:10]2[CH:9]1[CH2:21][CH2:22][C:23]1[CH:28]=[CH:27][C:26]([F:29])=[C:25]([C:30]([F:33])([F:32])[F:31])[CH:24]=1)=[O:7])([CH3:4])([CH3:3])[CH3:2].C([O-])([O-])=O.[K+].[K+].O. (2) Given the product [N:24]1([CH2:19][CH2:18][C:16]2[N:17]=[C:13]([C:10]3[CH:11]=[CH:12][C:7]([Br:6])=[CH:8][CH:9]=3)[O:14][C:15]=2[CH3:21])[CH2:25][CH2:28][CH2:27]1, predict the reactants needed to synthesize it. The reactants are: CS(Cl)(=O)=O.[Br:6][C:7]1[CH:12]=[CH:11][C:10]([C:13]2[O:14][C:15]([CH3:21])=[C:16]([CH2:18][CH2:19]O)[N:17]=2)=[CH:9][CH:8]=1.C([N:24]([CH2:27][CH3:28])[CH2:25]C)C.BrC1C=CC(C2OC(C)=C(CCOS(C)(=O)=O)N=2)=CC=1.N1CCC1. (3) Given the product [CH3:16][O:15][CH2:14][CH2:13][CH2:12][O:11][C:7]1[CH:6]=[C:5]([CH:10]=[CH:9][CH:8]=1)[C:4]([OH:17])=[O:3], predict the reactants needed to synthesize it. The reactants are: C([O:3][C:4](=[O:17])[C:5]1[CH:10]=[CH:9][CH:8]=[C:7]([O:11][CH2:12][CH2:13][CH2:14][O:15][CH3:16])[CH:6]=1)C.[OH-].[Na+]. (4) Given the product [CH3:27][C:28]1[CH:29]=[CH:30][C:31]([CH2:38][CH2:39][CH3:40])=[C:32]([NH:34][C:35]([NH:37][C:41]([NH:24][CH2:23][CH2:22][CH2:21][C:18]2[CH:19]=[CH:20][C:15]([C:12]3[N:13]=[CH:14][N:10]([C:7]4[CH:6]=[CH:5][C:4]([O:3][C:2]([F:1])([F:25])[F:26])=[CH:9][CH:8]=4)[N:11]=3)=[CH:16][CH:17]=2)=[O:43])=[S:36])[CH:33]=1, predict the reactants needed to synthesize it. The reactants are: [F:1][C:2]([F:26])([F:25])[O:3][C:4]1[CH:9]=[CH:8][C:7]([N:10]2[CH:14]=[N:13][C:12]([C:15]3[CH:20]=[CH:19][C:18]([CH2:21][CH2:22][CH2:23][NH2:24])=[CH:17][CH:16]=3)=[N:11]2)=[CH:6][CH:5]=1.[CH3:27][C:28]1[CH:29]=[CH:30][C:31]([CH2:38][CH2:39][CH3:40])=[C:32]([NH:34][C:35]([NH2:37])=[S:36])[CH:33]=1.[C:41]([O-])(=[O:43])C.[Na+]. (5) Given the product [NH2:17][C:18]1[CH:19]=[C:20]2[C:24](=[CH:25][CH:26]=1)[NH:23][C:22](=[O:27])[C:21]2=[CH:7][C:6]1[CH:5]=[C:4]([CH:1]([CH3:3])[CH3:2])[C:11]([O:12][CH3:13])=[C:10]([CH:14]([CH3:16])[CH3:15])[CH:9]=1, predict the reactants needed to synthesize it. The reactants are: [CH:1]([C:4]1[CH:5]=[C:6]([CH:9]=[C:10]([CH:14]([CH3:16])[CH3:15])[C:11]=1[O:12][CH3:13])[CH:7]=O)([CH3:3])[CH3:2].[NH2:17][C:18]1[CH:19]=[C:20]2[C:24](=[CH:25][CH:26]=1)[NH:23][C:22](=[O:27])[CH2:21]2. (6) Given the product [Cl:1][C:2]1[CH:7]=[C:6]([C:8]#[C:9][C:10]2[N:11]=[C:12]([CH3:22])[N:13]([C:15]3[CH:16]=[CH:17][C:18]([F:21])=[CH:19][CH:20]=3)[C:14]=2[CH:33]=[O:34])[CH:5]=[CH:4][N:3]=1, predict the reactants needed to synthesize it. The reactants are: [Cl:1][C:2]1[CH:7]=[C:6]([C:8]#[C:9][C:10]2[N:11]=[C:12]([CH3:22])[N:13]([C:15]3[CH:20]=[CH:19][C:18]([F:21])=[CH:17][CH:16]=3)[CH:14]=2)[CH:5]=[CH:4][N:3]=1.C([N-]C(C)C)(C)C.[Li+].CN(C)[CH:33]=[O:34]. (7) Given the product [CH3:18][N:14]1[CH2:15][CH2:16][CH2:17][CH:13]1[CH2:12][CH2:11][N:7]1[C:8]2[C:4](=[CH:3][C:2]([NH2:45])=[CH:10][CH:9]=2)[CH:5]=[C:6]1[C:19]1[CH:24]=[CH:23][C:22]([N+:25]([O-:27])=[O:26])=[CH:21][CH:20]=1, predict the reactants needed to synthesize it. The reactants are: Br[C:2]1[CH:3]=[C:4]2[C:8](=[CH:9][CH:10]=1)[N:7]([CH2:11][CH2:12][CH:13]1[CH2:17][CH2:16][CH2:15][N:14]1[CH3:18])[C:6]([C:19]1[CH:24]=[CH:23][C:22]([N+:25]([O-:27])=[O:26])=[CH:21][CH:20]=1)=[CH:5]2.C(P(C(C)(C)C)C(C)(C)C)(C)(C)C.C[Si]([N-:45][Si](C)(C)C)(C)C.[Li+].C(OCC)(=O)C.